This data is from NCI-60 drug combinations with 297,098 pairs across 59 cell lines. The task is: Regression. Given two drug SMILES strings and cell line genomic features, predict the synergy score measuring deviation from expected non-interaction effect. (1) Drug 1: CC1C(C(CC(O1)OC2CC(OC(C2O)C)OC3=CC4=CC5=C(C(=O)C(C(C5)C(C(=O)C(C(C)O)O)OC)OC6CC(C(C(O6)C)O)OC7CC(C(C(O7)C)O)OC8CC(C(C(O8)C)O)(C)O)C(=C4C(=C3C)O)O)O)O. Drug 2: C1CC(=O)NC(=O)C1N2C(=O)C3=CC=CC=C3C2=O. Cell line: IGROV1. Synergy scores: CSS=20.7, Synergy_ZIP=8.82, Synergy_Bliss=1.07, Synergy_Loewe=-37.6, Synergy_HSA=-0.728. (2) Drug 1: CC1C(C(CC(O1)OC2CC(CC3=C2C(=C4C(=C3O)C(=O)C5=C(C4=O)C(=CC=C5)OC)O)(C(=O)C)O)N)O.Cl. Cell line: K-562. Synergy scores: CSS=28.6, Synergy_ZIP=-4.48, Synergy_Bliss=1.15, Synergy_Loewe=-6.81, Synergy_HSA=2.49. Drug 2: CN(C(=O)NC(C=O)C(C(C(CO)O)O)O)N=O. (3) Drug 1: CC1=C2C(C(=O)C3(C(CC4C(C3C(C(C2(C)C)(CC1OC(=O)C(C(C5=CC=CC=C5)NC(=O)OC(C)(C)C)O)O)OC(=O)C6=CC=CC=C6)(CO4)OC(=O)C)OC)C)OC. Drug 2: CC1CCCC2(C(O2)CC(NC(=O)CC(C(C(=O)C(C1O)C)(C)C)O)C(=CC3=CSC(=N3)C)C)C. Cell line: NCIH23. Synergy scores: CSS=60.6, Synergy_ZIP=15.4, Synergy_Bliss=13.6, Synergy_Loewe=9.62, Synergy_HSA=13.1. (4) Cell line: MALME-3M. Drug 2: CC1CCC2CC(C(=CC=CC=CC(CC(C(=O)C(C(C(=CC(C(=O)CC(OC(=O)C3CCCCN3C(=O)C(=O)C1(O2)O)C(C)CC4CCC(C(C4)OC)OCCO)C)C)O)OC)C)C)C)OC. Synergy scores: CSS=22.8, Synergy_ZIP=-6.06, Synergy_Bliss=-2.83, Synergy_Loewe=0.378, Synergy_HSA=3.46. Drug 1: CC1OCC2C(O1)C(C(C(O2)OC3C4COC(=O)C4C(C5=CC6=C(C=C35)OCO6)C7=CC(=C(C(=C7)OC)O)OC)O)O. (5) Drug 1: CC1=C2C(C(=O)C3(C(CC4C(C3C(C(C2(C)C)(CC1OC(=O)C(C(C5=CC=CC=C5)NC(=O)C6=CC=CC=C6)O)O)OC(=O)C7=CC=CC=C7)(CO4)OC(=O)C)O)C)OC(=O)C. Drug 2: CN(C(=O)NC(C=O)C(C(C(CO)O)O)O)N=O. Cell line: A498. Synergy scores: CSS=14.7, Synergy_ZIP=-2.02, Synergy_Bliss=-3.75, Synergy_Loewe=-65.6, Synergy_HSA=-4.12. (6) Drug 1: C1CCN(CC1)CCOC2=CC=C(C=C2)C(=O)C3=C(SC4=C3C=CC(=C4)O)C5=CC=C(C=C5)O. Drug 2: C1CCC(C(C1)N)N.C(=O)(C(=O)[O-])[O-].[Pt+4]. Cell line: ACHN. Synergy scores: CSS=17.0, Synergy_ZIP=-5.61, Synergy_Bliss=-4.38, Synergy_Loewe=-11.8, Synergy_HSA=-5.12. (7) Drug 1: CCC1(CC2CC(C3=C(CCN(C2)C1)C4=CC=CC=C4N3)(C5=C(C=C6C(=C5)C78CCN9C7C(C=CC9)(C(C(C8N6C=O)(C(=O)OC)O)OC(=O)C)CC)OC)C(=O)OC)O.OS(=O)(=O)O. Drug 2: CC1CCC2CC(C(=CC=CC=CC(CC(C(=O)C(C(C(=CC(C(=O)CC(OC(=O)C3CCCCN3C(=O)C(=O)C1(O2)O)C(C)CC4CCC(C(C4)OC)O)C)C)O)OC)C)C)C)OC. Cell line: ACHN. Synergy scores: CSS=12.7, Synergy_ZIP=-1.30, Synergy_Bliss=0.601, Synergy_Loewe=-1.47, Synergy_HSA=0.477.